Dataset: Catalyst prediction with 721,799 reactions and 888 catalyst types from USPTO. Task: Predict which catalyst facilitates the given reaction. (1) Reactant: C[O:2][C:3]([C:5]1[S:6][C:7]([C:30]2[CH:35]=[CH:34][C:33]([C:36]([O:40][CH2:41][CH3:42])([CH3:39])[PH2:37]=[O:38])=[CH:32][CH:31]=2)=[CH:8][C:9]=1[N:10]([CH:20]1[CH2:29][CH2:28][C:23]2(OCC[O:24]2)[CH2:22][CH2:21]1)[C:11]([CH:13]1[CH2:18][CH2:17][CH:16]([CH3:19])[CH2:15][CH2:14]1)=[O:12])=[O:4].Cl.[BH4-].[Na+].O.[OH-].[Li+]. Product: [CH2:41]([O:40][C:36]([CH3:39])([PH2:37]=[O:38])[C:33]1[CH:34]=[CH:35][C:30]([C:7]2[S:6][C:5]([C:3]([OH:4])=[O:2])=[C:9]([N:10]([CH:20]3[CH2:21][CH2:22][CH:23]([OH:24])[CH2:28][CH2:29]3)[C:11]([CH:13]3[CH2:18][CH2:17][CH:16]([CH3:19])[CH2:15][CH2:14]3)=[O:12])[CH:8]=2)=[CH:31][CH:32]=1)[CH3:42]. The catalyst class is: 278. (2) Reactant: [Cl:1][C:2]1[CH:3]=[C:4]2[C:9](=[C:10]([OH:12])[CH:11]=1)[NH:8][C:7](=[O:13])[C:6]([CH2:14][NH:15][C:16]1[CH:23]=[CH:22][C:19]([C:20]#[N:21])=[C:18]([O:24][CH3:25])[CH:17]=1)=[CH:5]2.C1(P(C2C=CC=CC=2)C2C=CC=CC=2)C=CC=CC=1.[O:45]1[CH2:50][CH2:49][N:48]([CH2:51][CH2:52]O)[CH2:47][CH2:46]1.CCOC(/N=N/C(OCC)=O)=O. Product: [Cl:1][C:2]1[CH:3]=[C:4]2[C:9](=[C:10]([O:12][CH2:52][CH2:51][N:48]3[CH2:49][CH2:50][O:45][CH2:46][CH2:47]3)[CH:11]=1)[NH:8][C:7](=[O:13])[C:6]([CH2:14][NH:15][C:16]1[CH:23]=[CH:22][C:19]([C:20]#[N:21])=[C:18]([O:24][CH3:25])[CH:17]=1)=[CH:5]2. The catalyst class is: 1. (3) Reactant: O.[OH-].[Li+].[Cl:4][C:5]1[CH:6]=[C:7]([C:12]2([C:31]([F:34])([F:33])[F:32])[O:16][N:15]=[C:14]([C:17]3[C:26]4[C:21](=[CH:22][CH:23]=[CH:24][CH:25]=4)[C:20]([C:27]([O:29]C)=[O:28])=[CH:19][CH:18]=3)[CH2:13]2)[CH:8]=[C:9]([Cl:11])[CH:10]=1.CO. Product: [Cl:4][C:5]1[CH:6]=[C:7]([C:12]2([C:31]([F:33])([F:32])[F:34])[O:16][N:15]=[C:14]([C:17]3[C:26]4[C:21](=[CH:22][CH:23]=[CH:24][CH:25]=4)[C:20]([C:27]([OH:29])=[O:28])=[CH:19][CH:18]=3)[CH2:13]2)[CH:8]=[C:9]([Cl:11])[CH:10]=1. The catalyst class is: 132. (4) Reactant: [Cl:1][C:2]1[C:10]([Cl:11])=[CH:9][CH:8]=[C:7](F)[C:3]=1[C:4]([NH2:6])=[O:5].C([O-])([O-])=O.[K+].[K+].[C:19]([NH:26][CH2:27][CH2:28][NH2:29])([O:21][C:22]([CH3:25])([CH3:24])[CH3:23])=[O:20].CC(N(C)C)=O. Product: [C:4]([C:3]1[C:2]([Cl:1])=[C:10]([Cl:11])[CH:9]=[CH:8][C:7]=1[NH:29][CH2:28][CH2:27][NH:26][C:19](=[O:20])[O:21][C:22]([CH3:24])([CH3:23])[CH3:25])(=[O:5])[NH2:6]. The catalyst class is: 13. (5) Reactant: [Cl:1][C:2]1[CH:7]=[CH:6][C:5]([N:8]([C@H:13]2[C:22]3[C:17](=[CH:18][CH:19]=[CH:20][CH:21]=3)[N:16]([C:23](=[O:31])[C:24]3[CH:29]=[CH:28][C:27]([OH:30])=[CH:26][CH:25]=3)[C@@H:15]([CH3:32])[CH2:14]2)[C:9](=[O:12])[CH2:10]C)=[CH:4][CH:3]=1.C(N)(=O)C.[CH:37]1(Br)[CH2:41][CH2:40][CH2:39][CH2:38]1.C(=O)([O-])[O-].[K+].[K+].[I-].[K+]. Product: [Cl:1][C:2]1[CH:3]=[CH:4][C:5]([N:8]([C@H:13]2[C:22]3[C:17](=[CH:18][CH:19]=[CH:20][CH:21]=3)[N:16]([C:23](=[O:31])[C:24]3[CH:25]=[CH:26][C:27]([O:30][CH:37]4[CH2:41][CH2:40][CH2:39][CH2:38]4)=[CH:28][CH:29]=3)[C@@H:15]([CH3:32])[CH2:14]2)[C:9](=[O:12])[CH3:10])=[CH:6][CH:7]=1. The catalyst class is: 9. (6) Reactant: N[C:2]1[C:3]([C:16]#[N:17])=[N:4][C:5]([CH2:8][N:9]2[C:14](=[O:15])[CH:13]=[CH:12][CH:11]=[N:10]2)=[CH:6][N:7]=1.[BrH:18].BrBr.N([O-])=O.[Na+].S([O-])(O)=O.[K+]. Product: [Br:18][C:2]1[C:3]([C:16]#[N:17])=[N:4][C:5]([CH2:8][N:9]2[C:14](=[O:15])[CH:13]=[CH:12][CH:11]=[N:10]2)=[CH:6][N:7]=1. The catalyst class is: 15. (7) Reactant: [O:1]1[C:6]2[CH:7]=[CH:8][C:9]([N:11]3[CH2:15][CH:14]([CH2:16][CH2:17][NH:18][CH2:19][CH2:20][C:21]4[C:30]5[C:25](=[CH:26][CH:27]=[C:28]([O:31][CH3:32])[N:29]=5)[N:24]=[CH:23][CH:22]=4)[O:13][C:12]3=[O:33])=[CH:10][C:5]=2[O:4][CH2:3][CH2:2]1.CCN(C(C)C)C(C)C.Br[CH2:44][CH2:45][C:46]([O:48][CH3:49])=[O:47].[Na+].[I-]. Product: [CH3:49][O:48][C:46](=[O:47])[CH2:45][CH2:44][N:18]([CH2:17][CH2:16][CH:14]1[O:13][C:12](=[O:33])[N:11]([C:9]2[CH:8]=[CH:7][C:6]3[O:1][CH2:2][CH2:3][O:4][C:5]=3[CH:10]=2)[CH2:15]1)[CH2:19][CH2:20][C:21]1[C:30]2[C:25](=[CH:26][CH:27]=[C:28]([O:31][CH3:32])[N:29]=2)[N:24]=[CH:23][CH:22]=1. The catalyst class is: 1. (8) Reactant: Br[CH2:2][C:3]1[CH:8]=[CH:7][C:6]([C:9]2[C:16]([C:17]3[CH:22]=[CH:21][CH:20]=[CH:19][CH:18]=3)=[CH:15][C:12]([C:13]#[N:14])=[C:11]([Cl:23])[N:10]=2)=[CH:5][CH:4]=1.[O:24]=[C:25]1[N:29]([CH:30]2[CH2:35][CH2:34][NH:33][CH2:32][CH2:31]2)[C:28]2[CH:36]=[CH:37][CH:38]=[CH:39][C:27]=2[NH:26]1. Product: [Cl:23][C:11]1[N:10]=[C:9]([C:6]2[CH:7]=[CH:8][C:3]([CH2:2][N:33]3[CH2:32][CH2:31][CH:30]([N:29]4[C:28]5[CH:36]=[CH:37][CH:38]=[CH:39][C:27]=5[NH:26][C:25]4=[O:24])[CH2:35][CH2:34]3)=[CH:4][CH:5]=2)[C:16]([C:17]2[CH:22]=[CH:21][CH:20]=[CH:19][CH:18]=2)=[CH:15][C:12]=1[C:13]#[N:14]. The catalyst class is: 92.